This data is from Forward reaction prediction with 1.9M reactions from USPTO patents (1976-2016). The task is: Predict the product of the given reaction. The product is: [ClH:32].[CH3:15][N:16]([CH3:17])[CH:10]1[CH2:9][CH2:8][C:7]2([C:4]3[CH:5]=[CH:6][C:1]([CH3:14])=[CH:2][CH:3]=3)[CH:11]1[CH2:12]2. Given the reactants [C:1]1([CH3:14])[CH:6]=[CH:5][C:4]([C:7]23[CH2:12][CH:11]2[C:10](=O)[CH2:9][CH2:8]3)=[CH:3][CH:2]=1.[CH3:15][NH:16][CH3:17].C(O[BH-](OC(=O)C)OC(=O)C)(=O)C.[Na+].[Cl:32]CCCl, predict the reaction product.